This data is from Peptide-MHC class I binding affinity with 185,985 pairs from IEDB/IMGT. The task is: Regression. Given a peptide amino acid sequence and an MHC pseudo amino acid sequence, predict their binding affinity value. This is MHC class I binding data. (1) The peptide sequence is AYRPPNAPI. The MHC is Patr-A0701 with pseudo-sequence Patr-A0701. The binding affinity (normalized) is 0.372. (2) The peptide sequence is IITPVVFYR. The MHC is HLA-A31:01 with pseudo-sequence HLA-A31:01. The binding affinity (normalized) is 0.993. (3) The peptide sequence is MLSVVGFLV. The MHC is HLA-A68:02 with pseudo-sequence HLA-A68:02. The binding affinity (normalized) is 0.582. (4) The peptide sequence is KSNKIRGRM. The MHC is HLA-B58:01 with pseudo-sequence HLA-B58:01. The binding affinity (normalized) is 0.514. (5) The peptide sequence is RYFSVTRPL. The MHC is HLA-A69:01 with pseudo-sequence HLA-A69:01. The binding affinity (normalized) is 0.0847.